This data is from Full USPTO retrosynthesis dataset with 1.9M reactions from patents (1976-2016). The task is: Predict the reactants needed to synthesize the given product. Given the product [O:3]1[C:8]2=[CH:9][CH:10]=[CH:11][C:7]2=[CH:6][C:5]([CH:12]2[CH2:17][CH2:16][CH2:15][CH2:14][N:13]2[CH2:18][CH2:19][C@H:20]2[CH2:21][CH2:22][C@H:23]([NH:26][C:32]([CH:29]3[CH2:30][CH2:31][O:27][CH2:28]3)=[O:33])[CH2:24][CH2:25]2)=[CH:4]1, predict the reactants needed to synthesize it. The reactants are: Cl.Cl.[O:3]1[C:8]2=[CH:9][CH:10]=[CH:11][C:7]2=[CH:6][C:5]([CH:12]2[CH2:17][CH2:16][CH2:15][CH2:14][N:13]2[CH2:18][CH2:19][C@H:20]2[CH2:25][CH2:24][C@H:23]([NH2:26])[CH2:22][CH2:21]2)=[CH:4]1.[O:27]1[CH2:31][CH2:30][CH:29]([C:32](O)=[O:33])[CH2:28]1.